Dataset: Forward reaction prediction with 1.9M reactions from USPTO patents (1976-2016). Task: Predict the product of the given reaction. (1) Given the reactants [Cl:1][C:2]1[CH:7]=[CH:6][CH:5]=[C:4]([Cl:8])[C:3]=1[C:9]1[S:10][C:11]2[C:12](=O)[NH:13][CH:14]=[CH:15][C:16]=2[N:17]=1.C1C=CC(C2C=CC=CC=2)=CC=1.C1C=CC(OC2C=CC=CC=2)=CC=1.ClC1C=CC=C(Cl)C=1C1SC=[C:55](/[CH:57]=[CH:58]/[C:59]([N:61]=[N+]=[N-])=[O:60])N=1, predict the reaction product. The product is: [Cl:1][C:2]1[CH:7]=[CH:6][CH:5]=[C:4]([Cl:8])[C:3]=1[C:9]1[S:10][C:11]2[C:12]([NH:61][C:59]([CH:58]3[CH2:55][CH2:57]3)=[O:60])=[N:13][CH:14]=[CH:15][C:16]=2[N:17]=1. (2) Given the reactants [F:1][C:2]1[CH:10]=[CH:9][CH:8]=[C:7]2[C:3]=1[CH:4]=[C:5]([C:11]1[C:16]([CH2:17][CH2:18][C:19]([O:21]CC)=[O:20])=[CH:15][CH:14]=[C:13]([C:24]3[C:25]([N:44]([CH3:49])[S:45]([CH3:48])(=[O:47])=[O:46])=[CH:26][C:27]4[O:31][C:30]([C:32]5[CH:37]=[CH:36][C:35]([F:38])=[CH:34][CH:33]=5)=[C:29]([C:39](=[O:42])[NH:40][CH3:41])[C:28]=4[CH:43]=3)[N:12]=1)[NH:6]2.O.[OH-].[Li+].CO.Cl, predict the reaction product. The product is: [F:1][C:2]1[CH:10]=[CH:9][CH:8]=[C:7]2[C:3]=1[CH:4]=[C:5]([C:11]1[C:16]([CH2:17][CH2:18][C:19]([OH:21])=[O:20])=[CH:15][CH:14]=[C:13]([C:24]3[C:25]([N:44]([CH3:49])[S:45]([CH3:48])(=[O:46])=[O:47])=[CH:26][C:27]4[O:31][C:30]([C:32]5[CH:33]=[CH:34][C:35]([F:38])=[CH:36][CH:37]=5)=[C:29]([C:39](=[O:42])[NH:40][CH3:41])[C:28]=4[CH:43]=3)[N:12]=1)[NH:6]2. (3) Given the reactants [NH2:1][C:2]1[CH:7]=[CH:6][C:5]([CH3:8])=[CH:4][N:3]=1.[Al](Cl)(C)C.[CH3:13][N:14]([CH3:42])[C:15]([C:17]1[O:18][C:19]2[CH:25]=[C:24]([C:26](OCC)=[O:27])[CH:23]=[C:22]([O:31][C:32]3[CH:37]=[CH:36][C:35]([S:38]([CH3:41])(=[O:40])=[O:39])=[CH:34][CH:33]=3)[C:20]=2[CH:21]=1)=[O:16], predict the reaction product. The product is: [CH3:13][N:14]([CH3:42])[C:15]([C:17]1[O:18][C:19]2[CH:25]=[C:24]([C:26]([NH:1][C:2]3[CH:7]=[CH:6][C:5]([CH3:8])=[CH:4][N:3]=3)=[O:27])[CH:23]=[C:22]([O:31][C:32]3[CH:37]=[CH:36][C:35]([S:38]([CH3:41])(=[O:40])=[O:39])=[CH:34][CH:33]=3)[C:20]=2[CH:21]=1)=[O:16]. (4) Given the reactants [Cl:1][C:2]1[CH:3]=[CH:4][CH:5]=[C:6]2[C:10]=1[C:9](=[O:11])[N:8]([C:12]1[CH:13]=[C:14]([CH:32]=[CH:33][CH:34]=1)[C:15](NCCC1CCN(C3C=CN=CC=3)CC1)=[O:16])[CH2:7]2.[CH3:35][N:36]1[CH2:41][CH2:40][CH:39]([N:42]2[CH2:47][CH2:46][NH:45][CH2:44][CH2:43]2)[CH2:38][CH2:37]1.ClC1C=CC=C2C=1C(=O)N(C1C=C(C=CC=1)C(O)=O)C2, predict the reaction product. The product is: [Cl:1][C:2]1[CH:3]=[CH:4][CH:5]=[C:6]2[C:10]=1[C:9](=[O:11])[N:8]([C:12]1[CH:34]=[CH:33][CH:32]=[C:14]([C:15]([N:45]3[CH2:46][CH2:47][N:42]([CH:39]4[CH2:38][CH2:37][N:36]([CH3:35])[CH2:41][CH2:40]4)[CH2:43][CH2:44]3)=[O:16])[CH:13]=1)[CH2:7]2. (5) The product is: [C:1]([O:4][C@H:5]([CH3:28])[CH2:6][CH2:7][CH2:8][CH2:9][N:10]1[C:19](=[O:20])[C:18]2[N:17]([CH2:21][O:22][CH2:23][CH3:24])[C:16]([CH2:25][NH2:26])=[N:15][C:14]=2[N:13]([CH3:27])[C:11]1=[O:12])(=[O:3])[CH3:2]. Given the reactants [C:1]([O:4][C@H:5]([CH3:28])[CH2:6][CH2:7][CH2:8][CH2:9][N:10]1[C:19](=[O:20])[C:18]2[N:17]([CH2:21][O:22][CH2:23][CH3:24])[C:16]([C:25]#[N:26])=[N:15][C:14]=2[N:13]([CH3:27])[C:11]1=[O:12])(=[O:3])[CH3:2].[H][H], predict the reaction product. (6) Given the reactants [CH3:1][O:2][C:3]1[CH:4]=[C:5]2[C:9](=[CH:10][CH:11]=1)[NH:8][C:7](=[O:12])[CH2:6]2.[NH:13]1[CH:17]=[CH:16][CH:15]=[C:14]1[CH:18]=O.N1CCCCC1, predict the reaction product. The product is: [CH3:1][O:2][C:3]1[CH:4]=[C:5]2[C:9](=[CH:10][CH:11]=1)[NH:8][C:7](=[O:12])[CH2:6]2.[CH3:1][O:2][C:3]1[CH:4]=[C:5]2[C:9](=[CH:10][CH:11]=1)[NH:8][C:7](=[O:12])[C:6]2=[CH:18][C:14]1[NH:13][CH:17]=[CH:16][CH:15]=1.